This data is from Peptide-MHC class I binding affinity with 185,985 pairs from IEDB/IMGT. The task is: Regression. Given a peptide amino acid sequence and an MHC pseudo amino acid sequence, predict their binding affinity value. This is MHC class I binding data. The peptide sequence is RLLGTFTWT. The MHC is HLA-A02:06 with pseudo-sequence HLA-A02:06. The binding affinity (normalized) is 0.545.